From a dataset of Catalyst prediction with 721,799 reactions and 888 catalyst types from USPTO. Predict which catalyst facilitates the given reaction. (1) Reactant: [F:1][C:2]1[C:21]([O:22][CH3:23])=[CH:20][C:19]([O:24][CH3:25])=[C:18]([F:26])[C:3]=1[CH2:4][O:5][C:6]1[CH:7]=[N:8][C:9]([NH:12][C:13]2[CH:14]=[N:15][NH:16][CH:17]=2)=[N:10][CH:11]=1.C(=O)([O-])[O-].[K+].[K+].CN(C)C=O.CC1C=CC(S(O[CH2:49][C@H:50]2[CH2:54][O:53][C:52]([CH3:56])([CH3:55])[O:51]2)(=O)=O)=CC=1. Product: [F:26][C:18]1[C:19]([O:24][CH3:25])=[CH:20][C:21]([O:22][CH3:23])=[C:2]([F:1])[C:3]=1[CH2:4][O:5][C:6]1[CH:11]=[N:10][C:9]([NH:12][C:13]2[CH:17]=[N:16][N:15]([CH2:49][C@H:50]3[CH2:54][O:53][C:52]([CH3:56])([CH3:55])[O:51]3)[CH:14]=2)=[N:8][CH:7]=1. The catalyst class is: 6. (2) Reactant: Cl[C:2]1[C:7]([C:8]#[N:9])=[C:6]([S:10][CH3:11])[N:5]=[C:4]([S:12][CH2:13][CH3:14])[N:3]=1.[CH3:15][C:16]1[CH:17]=[C:18]([CH:20]=[C:21]([CH3:23])[CH:22]=1)[NH2:19]. Product: [CH3:15][C:16]1[CH:17]=[C:18]([NH:19][C:2]2[C:7]([C:8]#[N:9])=[C:6]([S:10][CH3:11])[N:5]=[C:4]([S:12][CH2:13][CH3:14])[N:3]=2)[CH:20]=[C:21]([CH3:23])[CH:22]=1. The catalyst class is: 31.